Dataset: Forward reaction prediction with 1.9M reactions from USPTO patents (1976-2016). Task: Predict the product of the given reaction. (1) Given the reactants [NH2:1][C:2]1[NH:6][N:5]=[CH:4][C:3]=1[C:7]([O:9][CH2:10][CH3:11])=[O:8].[C:12](Cl)(=[O:14])[CH3:13], predict the reaction product. The product is: [C:12]([NH:1][C:2]1[NH:6][N:5]=[CH:4][C:3]=1[C:7]([O:9][CH2:10][CH3:11])=[O:8])(=[O:14])[CH3:13]. (2) Given the reactants O.[NH2:2][NH2:3].Cl[C:5]1[CH:10]=[CH:9][C:8]([CH3:11])=[CH:7][N:6]=1, predict the reaction product. The product is: [NH:2]([C:5]1[CH:10]=[CH:9][C:8]([CH3:11])=[CH:7][N:6]=1)[NH2:3]. (3) Given the reactants [CH3:1][C:2]1[C:11]2[C:6](=[CH:7][C:8]([O:14][CH3:15])=[C:9]([O:12][CH3:13])[CH:10]=2)[CH2:5][CH2:4][N:3]=1.C(=O)([O-])[O-].[K+].[K+].C([CH:24](Br)[C:25](=O)[C:26]([O-:28])=[O:27])C.C([O-])(O)=O.[Na+].[CH2:36](O)[CH3:37], predict the reaction product. The product is: [CH3:15][O:14][C:8]1[CH:7]=[C:6]2[C:11](=[CH:10][C:9]=1[O:12][CH3:13])[C:2]1=[CH:1][C:25]([C:26]([O:28][CH2:36][CH3:37])=[O:27])=[CH:24][N:3]1[CH2:4][CH2:5]2. (4) The product is: [ClH:43].[ClH:43].[C:1]([N:4]1[C@@H:10]([CH3:11])[C@H:9]([NH:12][C:13](=[O:25])[C@@H:14]([NH:16][CH3:17])[CH3:15])[C:8](=[O:26])[N:7]([CH2:27][C:28]2[C:37]3[C:32](=[CH:33][CH:34]=[CH:35][CH:36]=3)[N:31]=[CH:30][C:29]=2[CH3:38])[C:6]2[CH:39]=[CH:40][CH:41]=[CH:42][C:5]1=2)(=[O:3])[CH3:2]. Given the reactants [C:1]([N:4]1[C@@H:10]([CH3:11])[C@H:9]([NH:12][C:13](=[O:25])[C@@H:14]([N:16](C)[C:17](=O)OC(C)(C)C)[CH3:15])[C:8](=[O:26])[N:7]([CH2:27][C:28]2[C:37]3[C:32](=[CH:33][CH:34]=[CH:35][CH:36]=3)[N:31]=[CH:30][C:29]=2[CH3:38])[C:6]2[CH:39]=[CH:40][CH:41]=[CH:42][C:5]1=2)(=[O:3])[CH3:2].[ClH:43], predict the reaction product. (5) The product is: [CH3:25][O:24][C:20]1[CH:21]=[CH:22][C:23]([B:35]([OH:37])[OH:36])=[CH:18][CH:19]=1. Given the reactants C(OC(N1CC(OC2[C:23]3[C:18](=[CH:19][C:20]([O:24][CH3:25])=[CH:21][CH:22]=3)C=CN=2)CC1C(O)=O)=O)(C)(C)C.C1([B:35]([OH:37])[OH:36])C=CC=CC=1.CC(C)([O-])C.[Na+], predict the reaction product. (6) Given the reactants Br[C:2]1[C:10]2[C:9]([NH:11][C@H:12]([C:14]3[N:19]([C:20]4[CH:25]=[CH:24][CH:23]=[CH:22][CH:21]=4)[C:18](=[O:26])[C:17]4=[C:27]([CH3:30])[CH:28]=[CH:29][N:16]4[N:15]=3)[CH3:13])=[N:8][CH:7]=[N:6][C:5]=2[N:4]([CH2:31][O:32][CH2:33][CH2:34][Si:35]([CH3:38])([CH3:37])[CH3:36])[CH:3]=1.[OH:39][C:40]1[CH:45]=[CH:44][C:43](B(O)O)=[CH:42][CH:41]=1.C(=O)([O-])[O-].[Na+].[Na+], predict the reaction product. The product is: [OH:39][C:40]1[CH:45]=[CH:44][C:43]([C:2]2[C:10]3[C:9]([NH:11][C@H:12]([C:14]4[N:19]([C:20]5[CH:25]=[CH:24][CH:23]=[CH:22][CH:21]=5)[C:18](=[O:26])[C:17]5=[C:27]([CH3:30])[CH:28]=[CH:29][N:16]5[N:15]=4)[CH3:13])=[N:8][CH:7]=[N:6][C:5]=3[N:4]([CH2:31][O:32][CH2:33][CH2:34][Si:35]([CH3:38])([CH3:37])[CH3:36])[CH:3]=2)=[CH:42][CH:41]=1. (7) Given the reactants [OH:1][CH:2]([C:6]1[CH:11]=[CH:10][C:9]([C:12]2[N:16]=[C:15]([C:17]3[O:21][N:20]=[C:19]([C:22]4[CH:27]=[CH:26][CH:25]=[CH:24][CH:23]=4)[C:18]=3[C:28]([F:31])([F:30])[F:29])[O:14][N:13]=2)=[CH:8][CH:7]=1)[C:3]([OH:5])=O.CN1CCOCC1.[NH2:39][CH2:40][C:41]([NH2:43])=[O:42].CN(C(ON1N=NC2C=CC=NC1=2)=[N+](C)C)C.F[P-](F)(F)(F)(F)F, predict the reaction product. The product is: [NH2:43][C:41](=[O:42])[CH2:40][NH:39][C:3](=[O:5])[CH:2]([OH:1])[C:6]1[CH:7]=[CH:8][C:9]([C:12]2[N:16]=[C:15]([C:17]3[O:21][N:20]=[C:19]([C:22]4[CH:27]=[CH:26][CH:25]=[CH:24][CH:23]=4)[C:18]=3[C:28]([F:30])([F:31])[F:29])[O:14][N:13]=2)=[CH:10][CH:11]=1.